Predict the reaction yield, written as a fraction of the theoretical maximum amount of product (1.0 means a 100% yield; for example, 0.34 means a 34% yield). From a dataset of Reaction yield outcomes from USPTO patents with 853,638 reactions. (1) The reactants are [CH3:1][O:2][C:3](=[O:18])[C:4]1[CH:9]=[CH:8][C:7]([NH2:10])=[C:6]([O:11][CH2:12][CH2:13][CH2:14][N:15]([CH3:17])[CH3:16])[CH:5]=1.C(N(CC)CC)C.ClC(Cl)(O[C:30](=[O:36])OC(Cl)(Cl)Cl)Cl.[CH3:38][C:39]1[N:40]=[CH:41][C:42]([NH2:45])=[N:43][CH:44]=1. The catalyst is C1(C)C=CC=CC=1.C(OCC)(=O)C.O. The product is [CH3:1][O:2][C:3](=[O:18])[C:4]1[CH:9]=[CH:8][C:7]([NH:10][C:30]([NH:45][C:42]2[CH:41]=[N:40][C:39]([CH3:38])=[CH:44][N:43]=2)=[O:36])=[C:6]([O:11][CH2:12][CH2:13][CH2:14][N:15]([CH3:16])[CH3:17])[CH:5]=1. The yield is 0.400. (2) The reactants are [Br:1][C:2]1[CH:11]=[CH:10][C:5]([C:6]([NH:8][NH2:9])=[O:7])=[CH:4][CH:3]=1.[CH2:12]([OH:14])[CH3:13]. No catalyst specified. The product is [Br:1][C:2]1[CH:11]=[CH:10][C:5]([C:6]([NH:8][N:9]2[C:12](=[O:14])[CH:13]3[CH:5]([CH2:4][CH2:3][CH2:2][CH2:11]3)[C:6]2=[O:7])=[O:7])=[CH:4][CH:3]=1. The yield is 0.520. (3) The reactants are CCN(S(F)(F)[F:7])CC.[CH:10]([N:23]1[CH2:26][CH:25](O)[CH2:24]1)([C:17]1[CH:22]=[CH:21][CH:20]=[CH:19][CH:18]=1)[C:11]1[CH:16]=[CH:15][CH:14]=[CH:13][CH:12]=1. The catalyst is C(Cl)Cl. The product is [CH:10]([N:23]1[CH2:26][CH:25]([F:7])[CH2:24]1)([C:17]1[CH:22]=[CH:21][CH:20]=[CH:19][CH:18]=1)[C:11]1[CH:16]=[CH:15][CH:14]=[CH:13][CH:12]=1. The yield is 0.300. (4) The reactants are [C:1]([C@@H:3]1[CH2:7][N:6]([C:8]([O:10][C:11]([CH3:14])([CH3:13])[CH3:12])=[O:9])[C@H:5]([C:15]([O:17][CH3:18])=[O:16])[CH2:4]1)#N.Cl.[C:20](OC(OC(C)(C)C)=O)(OC(C)(C)C)=[O:21].C[OH:36]. No catalyst specified. The product is [N:6]1([C:8]([O:10][C:11]([CH3:14])([CH3:13])[CH3:12])=[O:9])[CH2:7][C@@H:3]([C:1]([O:21][CH3:20])=[O:36])[CH2:4][C@H:5]1[C:15]([O:17][CH3:18])=[O:16]. The yield is 0.940.